This data is from Forward reaction prediction with 1.9M reactions from USPTO patents (1976-2016). The task is: Predict the product of the given reaction. The product is: [F:1][C:2]1[CH:7]=[CH:6][CH:5]=[CH:4][C:3]=1[C:8]1[CH:17]=[C:16]([C:18]2[CH:27]=[CH:26][C:25]([O:31][CH2:32][CH2:33][N:34]3[CH2:39][CH2:38][O:37][CH2:36][CH2:35]3)=[C:24]3[C:19]=2[CH:20]=[CH:21][N:22]=[CH:23]3)[C:15]2[C:10](=[N:11][CH:12]=[CH:13][CH:14]=2)[N:9]=1. Given the reactants [F:1][C:2]1[CH:7]=[CH:6][CH:5]=[CH:4][C:3]=1[C:8]1[CH:17]=[C:16]([C:18]2[CH:27]=[CH:26][C:25]([N+]([O-])=O)=[C:24]3[C:19]=2[CH:20]=[CH:21][N:22]=[CH:23]3)[C:15]2[C:10](=[N:11][CH:12]=[CH:13][CH:14]=2)[N:9]=1.[OH:31][CH2:32][CH2:33][N:34]1[CH2:39][CH2:38][O:37][CH2:36][CH2:35]1.C(=O)([O-])[O-].[Cs+].[Cs+], predict the reaction product.